From a dataset of Reaction yield outcomes from USPTO patents with 853,638 reactions. Predict the reaction yield, written as a fraction of the theoretical maximum amount of product (1.0 means a 100% yield; for example, 0.34 means a 34% yield). (1) The reactants are OO.[CH3:3][O:4][CH2:5][CH2:6][N:7]([CH3:26])[CH2:8][CH2:9][CH2:10][NH:11][C:12]1[N:13]=[N+:14]([O-:25])[C:15]2[CH:24]=[C:23]3[C:19]([CH2:20][CH2:21][CH2:22]3)=[CH:18][C:16]=2[N:17]=1.C(O)(C(F)(F)F)=[O:28].N. The catalyst is C(Cl)Cl.C(Cl)(Cl)Cl. The product is [O-:25][N+:14]1[C:15]2[CH:24]=[C:23]3[C:19](=[CH:18][C:16]=2[N+:17]([O-:28])=[C:12]([NH:11][CH2:10][CH2:9][CH2:8][N:7]([CH2:6][CH2:5][O:4][CH3:3])[CH3:26])[N:13]=1)[CH2:20][CH2:21][CH2:22]3. The yield is 0.0500. (2) The reactants are [CH3:1][C:2]1[C:6]([CH2:7][N:8]2[CH:12]=[C:11]([N:13]3[C:17](=[O:18])[CH2:16][N:15]([CH2:19][C:20]4[CH:25]=[CH:24][CH:23]=[CH:22][C:21]=4[N+:26]([O-])=O)[C:14]3=[O:29])[CH:10]=[N:9]2)=[C:5]([CH3:30])[O:4][N:3]=1. The catalyst is C(O)C.[Pd]. The product is [NH2:26][C:21]1[CH:22]=[CH:23][CH:24]=[CH:25][C:20]=1[CH2:19][N:15]1[CH2:16][C:17](=[O:18])[N:13]([C:11]2[CH:10]=[N:9][N:8]([CH2:7][C:6]3[C:2]([CH3:1])=[N:3][O:4][C:5]=3[CH3:30])[CH:12]=2)[C:14]1=[O:29]. The yield is 0.260. (3) The reactants are [O:1]1[CH:5]=[CH:4][C:3](B(O)O)=[CH:2]1.[NH2:9][C:10]1[N:11]=[C:12]([N:21]2[CH2:26][CH2:25][N:24]([C:27](=[O:37])[CH2:28][O:29][C:30]3[CH:35]=[CH:34][C:33]([Cl:36])=[CH:32][CH:31]=3)[CH2:23][CH2:22]2)[C:13]2[N:19]=[C:18](Cl)[CH:17]=[CH:16][C:14]=2[N:15]=1. No catalyst specified. The product is [NH2:9][C:10]1[N:11]=[C:12]([N:21]2[CH2:22][CH2:23][N:24]([C:27](=[O:37])[CH2:28][O:29][C:30]3[CH:35]=[CH:34][C:33]([Cl:36])=[CH:32][CH:31]=3)[CH2:25][CH2:26]2)[C:13]2[N:19]=[C:18]([C:3]3[CH:4]=[CH:5][O:1][CH:2]=3)[CH:17]=[CH:16][C:14]=2[N:15]=1. The yield is 0.410. (4) The reactants are [C:1]([N:5]1[CH:10]=[CH:9][C:8]([CH3:12])([CH3:11])[CH2:7][CH2:6]1)([CH3:4])([CH3:3])[CH3:2].C(N(CC)CC)C.[O:20]=[C:21]([C:26]1[CH:31]=[CH:30][CH:29]=[CH:28][CH:27]=1)[CH2:22][C:23](Cl)=[O:24].C(OCC)(=O)C. The catalyst is C(Cl)Cl. The product is [C:1]([N:5]1[CH2:6][CH2:7][C:8]([CH3:12])([CH3:11])[C:9]([C:23](=[O:24])[CH2:22][C:21]([C:26]2[CH:31]=[CH:30][CH:29]=[CH:28][CH:27]=2)=[O:20])=[CH:10]1)([CH3:4])([CH3:2])[CH3:3]. The yield is 0.250.